Dataset: Forward reaction prediction with 1.9M reactions from USPTO patents (1976-2016). Task: Predict the product of the given reaction. (1) Given the reactants C1(P(C2C=CC=CC=2)C2C=CC=CC=2)C=CC=CC=1.[C:20]([O:24][C:25](=[O:36])[C@H:26]([CH2:28][C:29]1[CH:34]=[CH:33][C:32]([OH:35])=[CH:31][CH:30]=1)[NH2:27])([CH3:23])([CH3:22])[CH3:21].N(/C(OC(C)C)=O)=N\C(OC(C)C)=O.[CH3:51][N:52]([CH:54](O)[CH2:55][CH3:56])[CH3:53], predict the reaction product. The product is: [CH3:51][N:52]([CH3:53])[CH2:54][CH2:55][CH2:56][O:35][C:32]1[CH:33]=[CH:34][C:29]([CH2:28][C@@H:26]([C:25]([O:24][C:20]([CH3:23])([CH3:21])[CH3:22])=[O:36])[NH2:27])=[CH:30][CH:31]=1. (2) Given the reactants [CH2:1]([C@@H:8]([CH2:12][CH2:13][C@H:14]([CH2:32][C:33]1[CH:38]=[CH:37][CH:36]=[CH:35][CH:34]=1)[C:15](=[O:31])[NH:16][C@@H:17]1[CH2:23][CH2:22][CH2:21][CH2:20][N:19]([C:24]2[CH:29]=[CH:28][CH:27]=[CH:26][CH:25]=2)[C:18]1=[O:30])[C:9](O)=[O:10])[C:2]1[CH:7]=[CH:6][CH:5]=[CH:4][CH:3]=1.[NH2:39][C@H:40]1[CH2:46][CH2:45][S:44][C@H:43]2[CH2:47][CH2:48][C@@H:49]([C:51]([F:54])([F:53])[F:52])[CH2:50][N:42]2[C:41]1=[O:55], predict the reaction product. The product is: [CH2:32]([C@@H:14]([CH2:13][CH2:12][C@H:8]([CH2:1][C:2]1[CH:3]=[CH:4][CH:5]=[CH:6][CH:7]=1)[C:9]([NH:39][C@H:40]1[CH2:46][CH2:45][S:44][C@H:43]2[CH2:47][CH2:48][C@@H:49]([C:51]([F:52])([F:54])[F:53])[CH2:50][N:42]2[C:41]1=[O:55])=[O:10])[C:15]([NH:16][C@H:17]1[CH2:23][CH2:22][CH2:21][CH2:20][N:19]([C:24]2[CH:25]=[CH:26][CH:27]=[CH:28][CH:29]=2)[C:18]1=[O:30])=[O:31])[C:33]1[CH:38]=[CH:37][CH:36]=[CH:35][CH:34]=1. (3) Given the reactants Cl.[Cl:2][C:3]1[CH:4]=[C:5]([CH:15]([NH2:17])[CH3:16])[CH:6]=[N:7][C:8]=1[O:9][CH2:10][C:11]([F:14])([F:13])[F:12].[NH2:18][C:19]1[N:24]=[CH:23][N:22]=[C:21]([C:25](O)=[O:26])[CH:20]=1, predict the reaction product. The product is: [NH2:18][C:19]1[N:24]=[CH:23][N:22]=[C:21]([C:25]([NH:17][CH:15]([C:5]2[CH:6]=[N:7][C:8]([O:9][CH2:10][C:11]([F:12])([F:13])[F:14])=[C:3]([Cl:2])[CH:4]=2)[CH3:16])=[O:26])[CH:20]=1. (4) Given the reactants [CH3:1][O:2][C:3]1[CH:8]=[CH:7][C:6]([C:9]2[CH:14]=[CH:13][CH:12]=[CH:11][C:10]=2[N:15]([C:20]2[CH:25]=[CH:24][CH:23]=[CH:22][CH:21]=2)[CH2:16][CH2:17][CH2:18][OH:19])=[CH:5][CH:4]=1.C(N(CC)CC)C.[C:33]([O:37][C:38](=O)[CH2:39][OH:40])(=O)[CH2:34][OH:35].C[OH:43], predict the reaction product. The product is: [CH2:10]([NH+:15]([CH2:20][CH3:21])[CH2:16][CH3:17])[CH3:9].[CH3:1][O:2][C:3]1[CH:4]=[CH:5][C:6]([C:9]2[CH:14]=[CH:13][CH:12]=[CH:11][C:10]=2[N:15]([C:20]2[CH:25]=[CH:24][CH:23]=[CH:22][CH:21]=2)[CH2:16][CH2:17][CH2:18][O:19][C:34]([CH2:33][O:37][CH2:38][C:39]([O-:40])=[O:43])=[O:35])=[CH:7][CH:8]=1. (5) Given the reactants [NH2:1][NH:2][C:3]([C:5]1[C:10]([C:11]([F:14])([F:13])[F:12])=[CH:9][CH:8]=[CH:7][N:6]=1)=[NH:4].[F:15][C:16]1[CH:21]=[C:20]([CH:22]=O)[CH:19]=[CH:18][C:17]=1[C:24]1[CH:29]=[CH:28][CH:27]=[CH:26][CH:25]=1, predict the reaction product. The product is: [F:15][C:16]1[CH:21]=[C:20]([C:22]2[NH:1][N:2]=[C:3]([C:5]3[C:10]([C:11]([F:12])([F:13])[F:14])=[CH:9][CH:8]=[CH:7][N:6]=3)[N:4]=2)[CH:19]=[CH:18][C:17]=1[C:24]1[CH:25]=[CH:26][CH:27]=[CH:28][CH:29]=1. (6) The product is: [CH3:26][N:27]([CH3:32])[CH2:28][CH2:29][CH2:30][NH:31][C:2]1[CH:7]=[CH:6][CH:5]=[CH:4][C:3]=1[S:8]([NH:11][C:12]1[C:21]([C:22]([OH:24])=[O:23])=[C:20]2[C:15]([CH:16]3[CH2:25][CH:17]3[CH2:18][O:19]2)=[CH:14][CH:13]=1)(=[O:10])=[O:9]. Given the reactants F[C:2]1[CH:7]=[CH:6][CH:5]=[CH:4][C:3]=1[S:8]([NH:11][C:12]1[C:21]([C:22]([OH:24])=[O:23])=[C:20]2[C:15]([CH:16]3[CH2:25][CH:17]3[CH2:18][O:19]2)=[CH:14][CH:13]=1)(=[O:10])=[O:9].[CH3:26][N:27]([CH3:32])[CH2:28][CH2:29][CH2:30][NH2:31].C(N(CC)CC)C, predict the reaction product. (7) Given the reactants [OH:1][C:2](C1SC=CC=1)(C1SC=CC=1)[C:3]([O:5][C@H:6]1[CH2:11][CH2:10][C@H:9](N(CCN)C)[CH2:8][CH2:7]1)=O.[OH-:27].[Li+].C1[CH2:33][O:32]CC1, predict the reaction product. The product is: [OH:32][CH2:33][C:9]1[CH:8]=[CH:7][C:6]([O:5][CH2:3][C:2]([OH:1])=[O:27])=[CH:11][CH:10]=1.